Task: Predict which catalyst facilitates the given reaction.. Dataset: Catalyst prediction with 721,799 reactions and 888 catalyst types from USPTO Reactant: F[C:2]1[CH:7]=[CH:6][C:5]([NH:8][C:9]([C:11]2[C:12]([C:17]3[CH:22]=[CH:21][C:20]([C:23]([F:26])([F:25])[F:24])=[CH:19][CH:18]=3)=[CH:13][CH:14]=[CH:15][CH:16]=2)=[O:10])=[CH:4][C:3]=1[N+:27]([O-:29])=[O:28].C(N(CC)CC)C.[N:37]1[CH:42]=[CH:41][CH:40]=[CH:39][C:38]=1[CH2:43][NH2:44].O. Product: [N+:27]([C:3]1[CH:4]=[C:5]([NH:8][C:9]([C:11]2[C:12]([C:17]3[CH:18]=[CH:19][C:20]([C:23]([F:24])([F:25])[F:26])=[CH:21][CH:22]=3)=[CH:13][CH:14]=[CH:15][CH:16]=2)=[O:10])[CH:6]=[CH:7][C:2]=1[NH:44][CH2:43][C:38]1[CH:39]=[CH:40][CH:41]=[CH:42][N:37]=1)([O-:29])=[O:28]. The catalyst class is: 9.